This data is from Cav3 T-type calcium channel HTS with 100,875 compounds. The task is: Binary Classification. Given a drug SMILES string, predict its activity (active/inactive) in a high-throughput screening assay against a specified biological target. (1) The compound is Brc1cc(C(=O)N2CCCCCC2)ccc1C. The result is 0 (inactive). (2) The drug is Fc1c(C(=O)Nc2ccc(N3CCN(CC3)C(=O)c3occc3)cc2)cccc1. The result is 0 (inactive). (3) The drug is S(=O)(=O)(N(CC(=O)NC1CCCC1)c1cc(F)ccc1)C. The result is 0 (inactive). (4) The molecule is S(=O)(=O)(N1CCN(CC1)C)c1ccc(NC(=O)C)cc1. The result is 0 (inactive). (5) The drug is S1CCn2c1ncc(c2=O)c1n(ncc1)c1ccc(F)cc1. The result is 0 (inactive). (6) The drug is s1c2c(=O)n3CCCCCc3nc2c(c1C)C(=O)NCCCN1CCOCC1. The result is 0 (inactive). (7) The molecule is s1c2c(CCN(C2)C)c2c1NC(NC2=O)c1occc1. The result is 0 (inactive). (8) The drug is S(c1n(Cc2occc2)c(N)cc(=O)n1)Cc1ccccc1. The result is 0 (inactive). (9) The drug is Clc1ccc(C(=O)CCN2CCN(CC2)C(OCC)=O)cc1. The result is 0 (inactive). (10) The molecule is Clc1cc(Cn2c3c(n(c(=O)n(c3=O)C)C)nc2)ccc1Cl. The result is 0 (inactive).